Task: Predict the reaction yield, written as a fraction of the theoretical maximum amount of product (1.0 means a 100% yield; for example, 0.34 means a 34% yield).. Dataset: Reaction yield outcomes from USPTO patents with 853,638 reactions (1) The reactants are F[C:2]1[CH:7]=[CH:6][C:5]([N+:8]([O-:10])=[O:9])=[C:4]([F:11])[C:3]=1[F:12].[CH2:13]([OH:20])[C:14]1[CH:19]=[CH:18][CH:17]=[CH:16][CH:15]=1.C([O-])([O-])=O.[K+].[K+].O. The catalyst is CN(C=O)C. The product is [CH2:13]([O:20][C:2]1[CH:7]=[CH:6][C:5]([N+:8]([O-:10])=[O:9])=[C:4]([F:11])[C:3]=1[F:12])[C:14]1[CH:19]=[CH:18][CH:17]=[CH:16][CH:15]=1. The yield is 0.360. (2) The reactants are [C:1]([C:3]1[CH:8]=[CH:7][C:6]([N:9]2[C:13](=[O:14])[C:12]([CH3:16])([CH3:15])[N:11]([C:17]3[CH:22]=[CH:21][C:20]([C:23]4[CH:41]=[CH:40][C:26]([O:27][CH2:28][CH2:29][O:30][CH2:31][CH2:32][O:33][CH2:34][C:35]([O:37]CC)=[O:36])=[CH:25][CH:24]=4)=[CH:19][CH:18]=3)[C:10]2=[S:42])=[CH:5][C:4]=1[C:43]([F:46])([F:45])[F:44])#[N:2].[OH-].[Na+]. The catalyst is C(O)C.O. The product is [C:1]([C:3]1[CH:8]=[CH:7][C:6]([N:9]2[C:13](=[O:14])[C:12]([CH3:16])([CH3:15])[N:11]([C:17]3[CH:22]=[CH:21][C:20]([C:23]4[CH:41]=[CH:40][C:26]([O:27][CH2:28][CH2:29][O:30][CH2:31][CH2:32][O:33][CH2:34][C:35]([OH:37])=[O:36])=[CH:25][CH:24]=4)=[CH:19][CH:18]=3)[C:10]2=[S:42])=[CH:5][C:4]=1[C:43]([F:44])([F:46])[F:45])#[N:2]. The yield is 0.990. (3) The reactants are Br[C:2]1[CH:3]=[C:4]([CH3:14])[C:5]2[O:9][C:8]([CH3:11])([CH3:10])[CH2:7][C:6]=2[C:12]=1[CH3:13].[CH3:15][O:16][C:17]1[CH:22]=[CH:21][C:20]([CH:23]2[O:28][CH2:27][CH2:26][NH:25][CH2:24]2)=[CH:19][CH:18]=1. No catalyst specified. The product is [CH3:15][O:16][C:17]1[CH:18]=[CH:19][C:20]([CH:23]2[O:28][CH2:27][CH2:26][N:25]([C:2]3[CH:3]=[C:4]([CH3:14])[C:5]4[O:9][C:8]([CH3:11])([CH3:10])[CH2:7][C:6]=4[C:12]=3[CH3:13])[CH2:24]2)=[CH:21][CH:22]=1. The yield is 0.560. (4) The reactants are CN(C(ON1N=NC2C=CC=NC1=2)=[N+](C)C)C.F[P-](F)(F)(F)(F)F.[C:25]([O:29][C:30]([NH:32][C@@H:33]([C@H:45]([CH2:52][O:53][CH3:54])[CH2:46][CH2:47][CH2:48][CH2:49][CH:50]=[CH2:51])[C:34]([N:36]1[CH2:40][C@H:39]([OH:41])[CH2:38][C@H:37]1[C:42](O)=[O:43])=[O:35])=[O:31])([CH3:28])([CH3:27])[CH3:26].[NH2:55][C@:56]1([C:61]([NH:63][S:64]([CH:67]2[CH2:69][CH2:68]2)(=[O:66])=[O:65])=[O:62])[CH2:58][C@H:57]1[CH:59]=[CH2:60].CC1C=CC(S(O)(=O)=O)=CC=1.CCN(C(C)C)C(C)C. The catalyst is C(Cl)Cl. The product is [CH:67]1([S:64]([NH:63][C:61]([C@@:56]2([NH:55][C:42]([C@@H:37]3[CH2:38][C@@H:39]([OH:41])[CH2:40][N:36]3[C:34](=[O:35])[C@@H:33]([NH:32][C:30](=[O:31])[O:29][C:25]([CH3:27])([CH3:26])[CH3:28])[C@H:45]([CH2:52][O:53][CH3:54])[CH2:46][CH2:47][CH2:48][CH2:49][CH:50]=[CH2:51])=[O:43])[CH2:58][C@H:57]2[CH:59]=[CH2:60])=[O:62])(=[O:66])=[O:65])[CH2:69][CH2:68]1. The yield is 0.470. (5) The reactants are [CH:1]([CH:3]=[CH2:4])=[O:2].Br[CH2:6][C:7]1[CH:20]=[CH:19][CH:18]=[CH:17][C:8]=1[O:9][Si](C(C)(C)C)(C)C. No catalyst specified. The product is [CH3:4][CH:3]1[CH2:6][C:7]2[C:8](=[CH:17][CH:18]=[CH:19][CH:20]=2)[O:9][C:1]1=[O:2]. The yield is 0.820. (6) The reactants are [H-].[Na+].[CH3:3][S:4][C:5]1[N:10]=[C:9]([C:11]2[CH:16]=[CH:15][NH:14][C:13](=[O:17])[CH:12]=2)[CH:8]=[CH:7][N:6]=1.Cl[CH:19]([C:25]1[CH:30]=[CH:29][C:28]([Cl:31])=[C:27]([F:32])[CH:26]=1)[C:20]1[O:24][CH:23]=[N:22][CH:21]=1. The catalyst is CN(C=O)C.C(OCC)(=O)C. The product is [Cl:31][C:28]1[CH:29]=[CH:30][C:25]([CH:19]([C:20]2[O:24][CH:23]=[N:22][CH:21]=2)[N:14]2[CH:15]=[CH:16][C:11]([C:9]3[CH:8]=[CH:7][N:6]=[C:5]([S:4][CH3:3])[N:10]=3)=[CH:12][C:13]2=[O:17])=[CH:26][C:27]=1[F:32]. The yield is 0.390. (7) The reactants are [C:1]1(=[O:8])[O:7][C:5](=[O:6])[CH:4]=[C:2]1[CH3:3].[NH2:9][C:10]1[CH:15]=[CH:14][CH:13]=[CH:12][CH:11]=1. The catalyst is C(OCC)C. The product is [CH3:3][C:2]([C:1](=[O:8])[NH:9][C:10]1[CH:15]=[CH:14][CH:13]=[CH:12][CH:11]=1)=[CH:4][C:5]([OH:7])=[O:6]. The yield is 0.920.